This data is from Full USPTO retrosynthesis dataset with 1.9M reactions from patents (1976-2016). The task is: Predict the reactants needed to synthesize the given product. The reactants are: [NH:1]1[CH2:6][CH2:5][CH2:4][CH:3]([C:7]2[O:11][N:10]=[C:9]([CH2:12][N:13]([CH2:26][C:27]([F:30])([F:29])[F:28])[C:14]3[CH:21]=[CH:20][C:17]([C:18]#[N:19])=[C:16]([C:22]([F:25])([F:24])[F:23])[CH:15]=3)[N:8]=2)[CH2:2]1.Cl[C:32]([O:34][CH3:35])=[O:33]. Given the product [C:18]([C:17]1[CH:20]=[CH:21][C:14]([N:13]([CH2:12][C:9]2[N:8]=[C:7]([CH:3]3[CH2:4][CH2:5][CH2:6][N:1]([C:32]([O:34][CH3:35])=[O:33])[CH2:2]3)[O:11][N:10]=2)[CH2:26][C:27]([F:30])([F:28])[F:29])=[CH:15][C:16]=1[C:22]([F:24])([F:25])[F:23])#[N:19], predict the reactants needed to synthesize it.